Dataset: Forward reaction prediction with 1.9M reactions from USPTO patents (1976-2016). Task: Predict the product of the given reaction. The product is: [Cl:1][C:2]1[CH:3]=[N+:4]([O-:27])[CH:5]=[C:6]([Cl:26])[C:7]=1[CH2:8][C@@H:9]([C:11]1[CH:16]=[CH:15][C:14]([O:17][CH:18]([F:20])[F:19])=[C:13]([O:21][CH2:22][CH:23]2[CH2:25][CH2:24]2)[CH:12]=1)[O:10][C:58](=[O:59])[CH2:57][N:35]1[C:36](=[O:56])[C:37]2[C:42](=[CH:41][CH:40]=[C:39]([N:43]([CH2:48][CH2:49][N:50]3[CH2:51][CH2:52][CH2:53][CH2:54][CH2:55]3)[S:44]([CH3:47])(=[O:46])=[O:45])[CH:38]=2)[C:34]1=[O:33]. Given the reactants [Cl:1][C:2]1[CH:3]=[N+:4]([O-:27])[CH:5]=[C:6]([Cl:26])[C:7]=1[CH2:8][C@@H:9]([C:11]1[CH:16]=[CH:15][C:14]([O:17][CH:18]([F:20])[F:19])=[C:13]([O:21][CH2:22][CH:23]2[CH2:25][CH2:24]2)[CH:12]=1)[OH:10].C(Cl)CCl.Cl.[O:33]=[C:34]1[C:42]2[C:37](=[CH:38][C:39]([N:43]([CH2:48][CH2:49][N:50]3[CH2:55][CH2:54][CH2:53][CH2:52][CH2:51]3)[S:44]([CH3:47])(=[O:46])=[O:45])=[CH:40][CH:41]=2)[C:36](=[O:56])[N:35]1[CH2:57][C:58](O)=[O:59], predict the reaction product.